This data is from Reaction yield outcomes from USPTO patents with 853,638 reactions. The task is: Predict the reaction yield, written as a fraction of the theoretical maximum amount of product (1.0 means a 100% yield; for example, 0.34 means a 34% yield). (1) The reactants are C[O:2][C:3](=[O:17])[CH:4]=[CH:5][CH:6]=[CH:7][CH2:8][S:9]([C:11]1[CH:16]=[CH:15][CH:14]=[CH:13][CH:12]=1)=[O:10].[OH-].[Na+]. The catalyst is CO. The product is [C:11]1([S:9]([CH2:8][CH:7]=[CH:6][CH:5]=[CH:4][C:3]([OH:17])=[O:2])=[O:10])[CH:12]=[CH:13][CH:14]=[CH:15][CH:16]=1. The yield is 0.890. (2) The reactants are [CH3:1][Si:2]([CH2:5][NH:6][CH2:7][CH2:8][CH2:9][CH3:10])([CH3:4])[CH3:3].[CH2:11]=O.CO.[C:15]([O-:18])([O-])=O.[K+].[K+]. The catalyst is CC(OC)(C)C. The product is [CH3:11][O:18][CH2:15][N:6]([CH2:5][Si:2]([CH3:4])([CH3:3])[CH3:1])[CH2:7][CH2:8][CH2:9][CH3:10]. The yield is 1.00. (3) The reactants are [Cl:1][C:2]1[CH:18]=[C:17]([Cl:19])[CH:16]=[CH:15][C:3]=1[CH2:4][NH:5][C:6]([N:8]1[CH2:14][CH:13]2[CH:10]([CH2:11][NH:12]2)[CH2:9]1)=[O:7].Br[C:21]1[N:26]=[CH:25][CH:24]=[CH:23][N:22]=1.C(N(CC)CC)C.C1C=CC(P(C2C(C3C(P(C4C=CC=CC=4)C4C=CC=CC=4)=CC=C4C=3C=CC=C4)=C3C(C=CC=C3)=CC=2)C2C=CC=CC=2)=CC=1.CC([O-])(C)C.[K+]. The catalyst is C1(C)C=CC=CC=1.C1C=CC(/C=C/C(/C=C/C2C=CC=CC=2)=O)=CC=1.C1C=CC(/C=C/C(/C=C/C2C=CC=CC=2)=O)=CC=1.C1C=CC(/C=C/C(/C=C/C2C=CC=CC=2)=O)=CC=1.[Pd].[Pd]. The product is [Cl:1][C:2]1[CH:18]=[C:17]([Cl:19])[CH:16]=[CH:15][C:3]=1[CH2:4][NH:5][C:6]([N:8]1[CH2:14][CH:13]2[CH:10]([CH2:11][N:12]2[C:21]2[N:26]=[CH:25][CH:24]=[CH:23][N:22]=2)[CH2:9]1)=[O:7]. The yield is 0.250. (4) The reactants are C(=O)([O-])[O-].[K+].[K+].[Br:7][C:8]1[CH:13]=[CH:12][CH:11]=[CH:10][C:9]=1B(O)O.Br[C:18]1[CH:23]=[CH:22][C:21]([C:24]([CH3:27])([CH3:26])[CH3:25])=[CH:20][CH:19]=1.N#N.C1(P(C2C=CC=CC=2)C2C=CC=CC=2)C=CC=CC=1. The catalyst is C([O-])(=O)C.[Pd+2].C([O-])(=O)C.COCCOC.O. The product is [Br:7][C:8]1[CH:13]=[CH:12][CH:11]=[CH:10][C:9]=1[C:18]1[CH:23]=[CH:22][C:21]([C:24]([CH3:27])([CH3:26])[CH3:25])=[CH:20][CH:19]=1. The yield is 0.540. (5) The yield is 0.200. The reactants are [Cl:1][C:2]1[CH:3]=[C:4]([C:9](=[O:17])[CH2:10][C:11]2[CH:16]=[CH:15][CH:14]=[CH:13][CH:12]=2)[CH:5]=[C:6](Cl)[CH:7]=1.BrC1C=CC([F:25])=C(Cl)C=1. No catalyst specified. The product is [Cl:1][C:2]1[CH:3]=[C:4]([C:9](=[O:17])[CH2:10][C:11]2[CH:16]=[CH:15][CH:14]=[CH:13][CH:12]=2)[CH:5]=[CH:6][C:7]=1[F:25]. (6) The reactants are I[C:2]1[N:3]([CH3:13])[CH:4]=[C:5]([C:7]2[S:8][C:9]([CH3:12])=[CH:10][CH:11]=2)[N:6]=1.[CH3:14][C:15]1([CH3:31])[C:27]2[CH:26]=[C:25](B(O)O)[CH:24]=[CH:23][C:22]=2[C:21]2[C:16]1=[CH:17][CH:18]=[CH:19][CH:20]=2.C([O-])([O-])=O.[Na+].[Na+]. The catalyst is O.CN(C=O)C.C1C=CC([P]([Pd]([P](C2C=CC=CC=2)(C2C=CC=CC=2)C2C=CC=CC=2)([P](C2C=CC=CC=2)(C2C=CC=CC=2)C2C=CC=CC=2)[P](C2C=CC=CC=2)(C2C=CC=CC=2)C2C=CC=CC=2)(C2C=CC=CC=2)C2C=CC=CC=2)=CC=1. The product is [CH3:14][C:15]1([CH3:31])[C:16]2[CH:17]=[C:18]([C:2]3[N:3]([CH3:13])[CH:4]=[C:5]([C:7]4[S:8][C:9]([CH3:12])=[CH:10][CH:11]=4)[N:6]=3)[CH:19]=[CH:20][C:21]=2[C:22]2[C:27]1=[CH:26][CH:25]=[CH:24][CH:23]=2. The yield is 0.760. (7) The reactants are [BH4-].[Na+].[CH:3]([C:5]1[CH:10]=[C:9]([O:11][CH3:12])[CH:8]=[CH:7][C:6]=1[C:13]1[N:18]=[C:17]([C:19]2[CH:20]=[N:21][CH:22]=[CH:23][CH:24]=2)[CH:16]=[C:15]([S:25][CH3:26])[C:14]=1[C:27]#[N:28])=[O:4]. The catalyst is CO.ClCCl. The product is [OH:4][CH2:3][C:5]1[CH:10]=[C:9]([O:11][CH3:12])[CH:8]=[CH:7][C:6]=1[C:13]1[N:18]=[C:17]([C:19]2[CH:20]=[N:21][CH:22]=[CH:23][CH:24]=2)[CH:16]=[C:15]([S:25][CH3:26])[C:14]=1[C:27]#[N:28]. The yield is 0.650. (8) The reactants are Cl[C:2]1[N:3]=[C:4]([OH:12])[C:5]2[CH:11]=[CH:10][N:9]=[CH:8][C:6]=2[N:7]=1.[CH3:13][CH:14]([CH3:18])[CH2:15][CH2:16][OH:17]. No catalyst specified. The product is [CH3:13][CH:14]([CH3:18])[CH2:15][CH2:16][O:17][C:2]1[N:3]=[C:4]([OH:12])[C:5]2[CH:11]=[CH:10][N:9]=[CH:8][C:6]=2[N:7]=1. The yield is 0.580. (9) The reactants are [CH3:1][O:2][C:3]1[CH:11]=[C:10]2[C:6]([CH2:7][CH2:8]/[C:9]/2=[N:12]\OS(C)(=O)=O)=[CH:5][CH:4]=1.B(F)(F)F.CO.CS(Cl)(=O)=[O:26]. The catalyst is C(Cl)Cl.Cl[Ti](Cl)(Cl)Cl. The product is [CH3:1][O:2][C:3]1[CH:11]=[C:10]2[C:6]([CH2:7][CH2:8][NH:12][C:9]2=[O:26])=[CH:5][CH:4]=1. The yield is 1.00. (10) The reactants are [O:1]1[CH2:5][CH2:4][CH:3](O)[CH2:2]1.[Cl:7][C:8]1[CH:16]=[CH:15][CH:14]=[C:13]2[C:9]=1[C:10]([C:17]([NH:19][CH2:20][CH:21]1[CH2:26][CH2:25][C:24]([F:28])([F:27])[CH2:23][CH2:22]1)=[O:18])=[CH:11][NH:12]2.C(C=P(CCCC)(CCCC)CCCC)#N. No catalyst specified. The product is [Cl:7][C:8]1[CH:16]=[CH:15][CH:14]=[C:13]2[C:9]=1[C:10]([C:17]([NH:19][CH2:20][CH:21]1[CH2:26][CH2:25][C:24]([F:27])([F:28])[CH2:23][CH2:22]1)=[O:18])=[CH:11][N:12]2[CH:3]1[CH2:4][CH2:5][O:1][CH2:2]1. The yield is 0.300.